This data is from Tox21: 12 toxicity assays (nuclear receptors and stress response pathways). The task is: Binary classification across 12 toxicity assays. (1) The compound is CC(C)CCCCCCCOC(=O)c1ccc(C(=O)OCCCCCCCC(C)C)c(C(=O)OCCCCCCCC(C)C)c1. It tested positive (active) for: SR-HSE (Heat Shock Element response). (2) The compound is Clc1ccc(Nc2nnc(Cc3ccncc3)c3ccccc23)cc1. It tested positive (active) for: NR-AhR (Aryl hydrocarbon Receptor agonist activity), NR-Aromatase (Aromatase enzyme inhibition), SR-ARE (Antioxidant Response Element (oxidative stress)), and SR-MMP (Mitochondrial Membrane Potential disruption). (3) The molecule is CCC1OCC(COc2ccc(Oc3ccccc3)cc2)O1. It tested positive (active) for: NR-AhR (Aryl hydrocarbon Receptor agonist activity), and NR-ER (Estrogen Receptor agonist activity).